This data is from Forward reaction prediction with 1.9M reactions from USPTO patents (1976-2016). The task is: Predict the product of the given reaction. (1) The product is: [O:15]1[CH2:18][CH:17]([NH:13][C:8]2[CH:9]=[N:10][CH:11]=[CH:12][C:7]=2[C:2]2[CH:3]=[CH:4][CH:5]=[CH:6][C:1]=2[CH3:14])[CH2:16]1. Given the reactants [C:1]1([CH3:14])[CH:6]=[CH:5][CH:4]=[CH:3][C:2]=1[C:7]1[CH:12]=[CH:11][N:10]=[CH:9][C:8]=1[NH2:13].[O:15]1[CH2:18][C:17](=O)[CH2:16]1.C([BH3-])#N.[Na+].[NH4+].[Cl-], predict the reaction product. (2) Given the reactants [O:1]=[C:2]1[NH:6][C@@H:5]([CH2:7][C:8]2[CH:22]=[CH:21][C:11]([O:12][C:13]3[N:18]=[C:17]([CH:19]=[O:20])[CH:16]=[CH:15][CH:14]=3)=[CH:10][CH:9]=2)[CH2:4][O:3]1.[BH4-].[Na+], predict the reaction product. The product is: [OH:20][CH2:19][C:17]1[N:18]=[C:13]([O:12][C:11]2[CH:10]=[CH:9][C:8]([CH2:7][C@H:5]3[CH2:4][O:3][C:2](=[O:1])[NH:6]3)=[CH:22][CH:21]=2)[CH:14]=[CH:15][CH:16]=1. (3) Given the reactants [CH3:1][NH:2][CH2:3][CH2:4][C:5]#[C:6][C:7]1[CH:12]=[CH:11][CH:10]=[CH:9][N:8]=1.[F:13][C:14]1[CH:19]=[CH:18][C:17]([S:20](Cl)(=[O:22])=[O:21])=[CH:16][CH:15]=1, predict the reaction product. The product is: [F:13][C:14]1[CH:19]=[CH:18][C:17]([S:20]([N:2]([CH3:1])[CH2:3][CH2:4][C:5]#[C:6][C:7]2[CH:12]=[CH:11][CH:10]=[CH:9][N:8]=2)(=[O:22])=[O:21])=[CH:16][CH:15]=1. (4) Given the reactants [C:1]1([S:7]([N:10]2[C:14]3=[N:15][CH:16]=[CH:17][CH:18]=[C:13]3[CH:12]=[C:11]2[C:19](OS(C2C=CC(C)=CC=2)(=O)=O)=[CH:20][CH:21]([CH3:23])[CH3:22])(=[O:9])=[O:8])[CH:6]=[CH:5][CH:4]=[CH:3][CH:2]=1.[Cl:35][C:36]1[CH:37]=[C:38](B(O)O)[CH:39]=[CH:40][CH:41]=1.C(=O)([O-])[O-].[Na+].[Na+], predict the reaction product. The product is: [Cl:35][C:36]1[CH:41]=[C:40]([C:19]([C:11]2[N:10]([S:7]([C:1]3[CH:6]=[CH:5][CH:4]=[CH:3][CH:2]=3)(=[O:8])=[O:9])[C:14]3=[N:15][CH:16]=[CH:17][CH:18]=[C:13]3[CH:12]=2)=[CH:20][CH:21]([CH3:23])[CH3:22])[CH:39]=[CH:38][CH:37]=1. (5) Given the reactants Br[C:2]1[CH:3]=[CH:4][C:5]2[O:11][CH2:10][CH2:9][N:8]3[C:12]([CH2:18][N:19]4[CH2:23][CH2:22][CH2:21][C:20]4=[O:24])=[C:13]([C:15]([NH2:17])=[O:16])[N:14]=[C:7]3[C:6]=2[CH:25]=1.BrC1C=CC2OCCN3C(CN4C=CN=C4C)=C(C(N)=O)N=C3C=2C=1.N1CCCC1=O.[CH3:57][C:58]([OH:62])([C:60]#[CH:61])[CH3:59], predict the reaction product. The product is: [OH:62][C:58]([CH3:59])([CH3:57])[C:60]#[C:61][C:2]1[CH:3]=[CH:4][C:5]2[O:11][CH2:10][CH2:9][N:8]3[C:12]([CH2:18][N:19]4[CH2:23][CH2:22][CH2:21][C:20]4=[O:24])=[C:13]([C:15]([NH2:17])=[O:16])[N:14]=[C:7]3[C:6]=2[CH:25]=1. (6) The product is: [Cl:1][C:2]1[CH:3]=[C:4]([N:10]2[C@@H:18]([CH:19]3[CH2:23][CH2:22][CH2:21][CH2:20]3)[C@@H:17]3[C:12]([C:13]4[CH:27]=[CH:26][C:25]([C:28]([NH:73][CH2:72][CH2:70][OH:71])=[O:30])=[CH:24][C:14]=4[CH2:15][CH2:16]3)=[N:11]2)[CH:5]=[CH:6][C:7]=1[C:8]#[N:9]. Given the reactants [Cl:1][C:2]1[CH:3]=[C:4]([N:10]2[C@@H:18]([CH:19]3[CH2:23][CH2:22][CH2:21][CH2:20]3)[C@@H:17]3[C:12]([C:13]4[CH:27]=[CH:26][C:25]([C:28]([OH:30])=O)=[CH:24][C:14]=4[CH2:15][CH2:16]3)=[N:11]2)[CH:5]=[CH:6][C:7]=1[C:8]#[N:9].ON1C2C=CC=CC=2N=N1.C(N(CC)CC)C.F[B-](F)(F)F.N1(OC(N(C)C)=[N+](C)C)C2C=CC=CC=2N=N1.[CH2:70]([CH2:72][NH2:73])[OH:71], predict the reaction product. (7) Given the reactants [Cl:1][C:2]1[CH:7]=[CH:6][CH:5]=[C:4]([F:8])[CH:3]=1.C([Li])CCC.[Br:14]Br.S([O-])([O-])=O.[Na+].[Na+].[OH-].[Na+], predict the reaction product. The product is: [Br:14][C:3]1[C:4]([F:8])=[CH:5][CH:6]=[CH:7][C:2]=1[Cl:1]. (8) Given the reactants [CH:1]1([CH:4]2[CH2:8][CH2:7][NH:6][CH2:5]2)[CH2:3][CH2:2]1.CCN(C(C)C)C(C)C.[Br:18][C:19]1[C:20](Cl)=[C:21]([C:27](=[O:34])[C:28]([O:30][CH:31]([CH3:33])[CH3:32])=[O:29])[C:22]([CH3:26])=[N:23][C:24]=1[CH3:25], predict the reaction product. The product is: [Br:18][C:19]1[C:20]([N:6]2[CH2:7][CH2:8][CH:4]([CH:1]3[CH2:3][CH2:2]3)[CH2:5]2)=[C:21]([C:27](=[O:34])[C:28]([O:30][CH:31]([CH3:32])[CH3:33])=[O:29])[C:22]([CH3:26])=[N:23][C:24]=1[CH3:25]. (9) Given the reactants [C:1]([O:5][C:6]([NH:8][C@@H:9]1[C:15](=[O:16])[NH:14][C:13]2[CH:17]=[CH:18][CH:19]=[CH:20][C:12]=2[NH:11][CH2:10]1)=[O:7])([CH3:4])([CH3:3])[CH3:2].Cl.CN(C)CCCN=C=NCC.C(OC(NC(CNC1C=CC=CC=1N)C(O)=O)=O)(C)(C)C.[C:54]([O:57][CH2:58]C)(=[O:56])[CH3:55], predict the reaction product. The product is: [CH3:58][O:57][C:54](=[O:56])[CH2:55][N:14]1[C:15](=[O:16])[CH:9]([NH:8][C:6]([O:5][C:1]([CH3:4])([CH3:2])[CH3:3])=[O:7])[CH2:10][NH:11][C:12]2[CH:20]=[CH:19][CH:18]=[CH:17][C:13]1=2.